Dataset: Reaction yield outcomes from USPTO patents with 853,638 reactions. Task: Predict the reaction yield, written as a fraction of the theoretical maximum amount of product (1.0 means a 100% yield; for example, 0.34 means a 34% yield). (1) The reactants are [F:1][C:2]1[C:7]2[N:8]=[CH:9][O:10][C:6]=2[CH:5]=[C:4]([C:11]([NH:13][O:14][CH2:15][CH2:16][O:17]C=C)=[O:12])[C:3]=1[NH:20][C:21]1[CH:26]=[CH:25][C:24]([I:27])=[CH:23][C:22]=1[F:28].Cl. The catalyst is C(Cl)Cl. The product is [F:1][C:2]1[C:7]2[N:8]=[CH:9][O:10][C:6]=2[CH:5]=[C:4]([C:11]([NH:13][O:14][CH2:15][CH2:16][OH:17])=[O:12])[C:3]=1[NH:20][C:21]1[CH:26]=[CH:25][C:24]([I:27])=[CH:23][C:22]=1[F:28]. The yield is 0.889. (2) The reactants are Br[C:2]1[CH:3]=[CH:4][C:5]([N:10]2[CH2:14][CH2:13][CH:12]([OH:15])[CH2:11]2)=[N:6][C:7]=1[O:8][CH3:9].[Cl:16][C:17]1[CH:25]=[C:24]2[C:20]([C:21]([C:26]([O:28][CH3:29])=[O:27])=[CH:22][NH:23]2)=[CH:19][C:18]=1B1OCC(C)(C)CO1.C(=O)([O-])[O-].[K+].[K+]. The catalyst is C1C=CC(P(C2C=CC=CC=2)[C-]2C=CC=C2)=CC=1.C1C=CC(P(C2C=CC=CC=2)[C-]2C=CC=C2)=CC=1.Cl[Pd]Cl.[Fe+2].C1(C)C=CC=CC=1.C(O)C. The product is [Cl:16][C:17]1[CH:25]=[C:24]2[C:20]([C:21]([C:26]([O:28][CH3:29])=[O:27])=[CH:22][NH:23]2)=[CH:19][C:18]=1[C:2]1[C:7]([O:8][CH3:9])=[N:6][C:5]([N:10]2[CH2:14][CH2:13][CH:12]([OH:15])[CH2:11]2)=[CH:4][CH:3]=1. The yield is 0.357. (3) The reactants are [Br:1][C:2]1[CH:8]=[C:7]([F:9])[C:5]([NH2:6])=[C:4]([F:10])[CH:3]=1.Cl[C:12](=[O:19])[CH2:13][C:14]([O:16][CH2:17][CH3:18])=[O:15].CCN(C(C)C)C(C)C. The catalyst is C(Cl)Cl. The product is [Br:1][C:2]1[CH:8]=[C:7]([F:9])[C:5]([NH:6][C:12](=[O:19])[CH2:13][C:14]([O:16][CH2:17][CH3:18])=[O:15])=[C:4]([F:10])[CH:3]=1. The yield is 0.650.